Dataset: Retrosynthesis with 50K atom-mapped reactions and 10 reaction types from USPTO. Task: Predict the reactants needed to synthesize the given product. Given the product CCOC(=O)CC(=O)Nc1nc2cccc(-c3ccoc3)n2n1, predict the reactants needed to synthesize it. The reactants are: CCOC(=O)CC(=O)Cl.Nc1nc2cccc(-c3ccoc3)n2n1.